Dataset: Forward reaction prediction with 1.9M reactions from USPTO patents (1976-2016). Task: Predict the product of the given reaction. (1) Given the reactants [CH3:1][C:2]1[N:7]=[C:6]([OH:8])[CH:5]=[CH:4][CH:3]=1.C1(P(C2C=CC=CC=2)C2C=CC=CC=2)C=CC=CC=1.N(C(OC(C)(C)C)=O)=NC(OC(C)(C)C)=O.[F:44][C:45]1[CH:62]=[CH:61][C:48]([CH2:49][C:50]2[C:59]3[C:54](=[CH:55][CH:56]=[CH:57][CH:58]=3)[C:53](=[O:60])[NH:52][N:51]=2)=[CH:47][C:46]=1[C:63]([N:65]1[CH2:70][CH2:69][CH:68](O)[CH2:67][CH2:66]1)=[O:64], predict the reaction product. The product is: [F:44][C:45]1[CH:62]=[CH:61][C:48]([CH2:49][C:50]2[C:59]3[C:54](=[CH:55][CH:56]=[CH:57][CH:58]=3)[C:53](=[O:60])[NH:52][N:51]=2)=[CH:47][C:46]=1[C:63]([N:65]1[CH2:66][CH2:67][CH:68]([O:8][C:6]2[CH:5]=[CH:4][CH:3]=[C:2]([CH3:1])[N:7]=2)[CH2:69][CH2:70]1)=[O:64]. (2) Given the reactants Cl.[CH2:2](N=C=NCCCN(C)C)C.O.O[N:15]1[C:19]2[CH:20]=[CH:21][CH:22]=[CH:23][C:18]=2N=N1.[NH2:24][C:25]1[CH:33]=[C:32](Cl)[C:28]([C:29]([OH:31])=O)=[CH:27][N:26]=1.[NH2:35][C:36]1[CH:41]=[CH:40][CH:39]=[C:38]([CH3:42])[CH:37]=1, predict the reaction product. The product is: [NH2:24][C:25]1[N:26]=[CH:27][C:28]([C:29]([NH:35][C:36]2[CH:41]=[CH:40][CH:39]=[C:38]([CH3:42])[CH:37]=2)=[O:31])=[C:32]([NH:15][C:19]2[CH:18]=[CH:23][CH:22]=[C:21]([CH3:2])[CH:20]=2)[CH:33]=1. (3) Given the reactants ClC1C(Cl)=C(C(O)(C(F)(F)F)C(F)(F)F)C=CC=1[C:19]1S[C:22]([C:24](OCC)=O)=[N:21][C:20]=1[C:29]([OH:31])=O.[F:32][CH:33]([F:65])[C:34]1[CH:39]=[C:38]([C:40]([OH:49])([C:45]([F:48])([F:47])[F:46])[C:41]([F:44])([F:43])[F:42])[CH:37]=[CH:36][C:35]=1[C:50]1[S:54][C:53]([C:55]([NH:57][CH2:58][C:59]([OH:62])([CH3:61])[CH3:60])=[O:56])=[N:52][C:51]=1[CH2:63][OH:64].N1CCC[C@@H]1CO, predict the reaction product. The product is: [F:65][CH:33]([F:32])[C:34]1[CH:39]=[C:38]([C:40]([OH:49])([C:45]([F:46])([F:47])[F:48])[C:41]([F:42])([F:43])[F:44])[CH:37]=[CH:36][C:35]=1[C:50]1[S:54][C:53]([C:55]([NH:57][CH2:58][C:59]([OH:62])([CH3:60])[CH3:61])=[O:56])=[N:52][C:51]=1[C:63]([N:21]1[CH2:22][CH2:24][CH2:19][C@@H:20]1[CH2:29][OH:31])=[O:64]. (4) Given the reactants [Cl:1][C:2]1[CH:3]=[C:4]([C:8]2[N:9]=[C:10]([NH:16][C:17]3[CH:22]=[C:21]([O:23][CH2:24][CH2:25][O:26]C4CCCCO4)[C:20]([O:33][CH3:34])=[CH:19][C:18]=3[N+:35]([O-])=O)[S:11][C:12]=2[C:13]([NH2:15])=[O:14])[CH:5]=[CH:6][CH:7]=1.[H][H].[CH:40](O)=O, predict the reaction product. The product is: [Cl:1][C:2]1[CH:3]=[C:4]([C:8]2[N:9]=[C:10]([N:16]3[C:17]4[CH:22]=[C:21]([O:23][CH2:24][CH2:25][OH:26])[C:20]([O:33][CH3:34])=[CH:19][C:18]=4[N:35]=[CH:40]3)[S:11][C:12]=2[C:13]([NH2:15])=[O:14])[CH:5]=[CH:6][CH:7]=1. (5) Given the reactants C(OC([N:8]1[C:16]2[C:11](=[CH:12][CH:13]=[CH:14][CH:15]=2)[CH:10]([C:17](=[O:27])[N:18]([CH3:26])[CH:19]2[CH2:24][CH2:23][N:22]([CH3:25])[CH2:21][CH2:20]2)[CH2:9]1)=O)(C)(C)C.FC(F)(F)C(O)=O.C(=O)(O)[O-].[Na+], predict the reaction product. The product is: [CH3:26][N:18]([CH:19]1[CH2:24][CH2:23][N:22]([CH3:25])[CH2:21][CH2:20]1)[C:17]([CH:10]1[C:11]2[C:16](=[CH:15][CH:14]=[CH:13][CH:12]=2)[NH:8][CH2:9]1)=[O:27]. (6) Given the reactants [C:1]([CH2:5][C:6](Cl)=[O:7])([CH3:4])([CH3:3])[CH3:2].[Cl-].[Cl-].[Cl-].[Al+3].[C:13]1([CH3:19])[CH:18]=[CH:17][CH:16]=[CH:15][CH:14]=1, predict the reaction product. The product is: [CH3:2][C:1]([CH3:4])([CH3:3])[CH2:5][C:6]([C:16]1[CH:17]=[CH:18][C:13]([CH3:19])=[CH:14][CH:15]=1)=[O:7].